Dataset: Forward reaction prediction with 1.9M reactions from USPTO patents (1976-2016). Task: Predict the product of the given reaction. (1) Given the reactants [O:1]([C:8]1[CH:13]=[CH:12][C:11]([S:14]([N:17]([CH2:22][C:23]([OH:25])=[O:24])[CH2:18][C:19](O)=[O:20])(=[O:16])=[O:15])=[CH:10][CH:9]=1)[C:2]1[CH:7]=[CH:6][CH:5]=[CH:4][CH:3]=1.CN1CCOCC1.[NH2:33][OH:34].Cl.[OH-].[K+], predict the reaction product. The product is: [O:1]([C:8]1[CH:13]=[CH:12][C:11]([S:14]([N:17]([CH2:22][C:23]([OH:25])=[O:24])[CH2:18][C:19](=[O:20])[NH:33][OH:34])(=[O:16])=[O:15])=[CH:10][CH:9]=1)[C:2]1[CH:7]=[CH:6][CH:5]=[CH:4][CH:3]=1. (2) Given the reactants [NH2:1][C:2]1[N:11]=[C:10]([N:12]2[CH2:17][CH2:16][O:15][CH2:14][CH2:13]2)[C:9]2[C:4](=[N:5][CH:6]=[C:7](Cl)[N:8]=2)[N:3]=1.[C:19](=[O:22])([O-])[O-].[K+].[K+].CC1(C)C(C)(C)OB([C:33]2[CH:38]=[CH:37][C:36]([NH2:39])=[CH:35][CH:34]=2)O1.[CH3:41]OC, predict the reaction product. The product is: [NH2:39][C:36]1[CH:37]=[CH:38][C:33]([C:7]2[N:8]=[C:9]3[C:4](=[N:5][CH:6]=2)[N:3]=[C:2]([NH:1][C:19](=[O:22])[CH3:41])[N:11]=[C:10]3[N:12]2[CH2:17][CH2:16][O:15][CH2:14][CH2:13]2)=[CH:34][CH:35]=1. (3) Given the reactants [C:1]([O:5][C:6](=[O:23])[NH:7][C:8]1[CH:13]=[CH:12][C:11](Br)=[C:10]([CH2:15][C:16](=[O:22])[N:17]([CH2:20][CH3:21])[CH2:18][CH3:19])[N:9]=1)([CH3:4])([CH3:3])[CH3:2].[C:24](=O)([O-])[O-].[K+].[K+].CB1OB(C)OB(C)O1, predict the reaction product. The product is: [C:1]([O:5][C:6](=[O:23])[NH:7][C:8]1[CH:13]=[CH:12][C:11]([CH3:24])=[C:10]([CH2:15][C:16](=[O:22])[N:17]([CH2:20][CH3:21])[CH2:18][CH3:19])[N:9]=1)([CH3:4])([CH3:3])[CH3:2]. (4) Given the reactants [C:1]([O:5][C:6]([NH:8][C@@H:9]([CH2:13][C:14]1[CH:19]=[CH:18][C:17]([O:20][CH3:21])=[C:16]([O:22][CH3:23])[C:15]=1OC)[C:10]([OH:12])=[O:11])=[O:7])([CH3:4])([CH3:3])[CH3:2].N[C@@H](CC1C=C(OC)C(OC)=C(OC)C=1)[C:28](O)=[O:29], predict the reaction product. The product is: [C:1]([O:5][C:6]([NH:8][C@@H:9]([CH2:13][C:14]1[CH:15]=[C:16]([O:22][CH3:23])[C:17]([O:20][CH3:21])=[C:18]([O:29][CH3:28])[CH:19]=1)[C:10]([OH:12])=[O:11])=[O:7])([CH3:2])([CH3:3])[CH3:4].